Dataset: Reaction yield outcomes from USPTO patents with 853,638 reactions. Task: Predict the reaction yield, written as a fraction of the theoretical maximum amount of product (1.0 means a 100% yield; for example, 0.34 means a 34% yield). (1) The catalyst is C(Cl)Cl.CO. The reactants are [CH:1]1[C:10]2[C:5](=[CH:6][CH:7]=[CH:8][CH:9]=2)[CH:4]=[CH:3][C:2]=1[CH2:11][O:12][CH:13]1[CH:18]([C:19]2[CH:24]=[CH:23][C:22]([CH2:25][O:26]C(C3C=CC=CC=3)(C3C=CC=CC=3)C3C=CC=CC=3)=[CH:21][CH:20]=2)[CH2:17][CH2:16][N:15]([C:46]([O:48][C:49]([CH3:52])([CH3:51])[CH3:50])=[O:47])[CH2:14]1.Cl.C(=O)([O-])[O-].[Na+].[Na+]. The product is [OH:26][CH2:25][C:22]1[CH:23]=[CH:24][C:19]([CH:18]2[CH2:17][CH2:16][N:15]([C:46]([O:48][C:49]([CH3:52])([CH3:50])[CH3:51])=[O:47])[CH2:14][CH:13]2[O:12][CH2:11][C:2]2[CH:3]=[CH:4][C:5]3[C:10](=[CH:9][CH:8]=[CH:7][CH:6]=3)[CH:1]=2)=[CH:20][CH:21]=1. The yield is 0.820. (2) The reactants are [CH3:1][C:2]1[N:3]=[CH:4][S:5][C:6]=1[C:7]([OH:9])=O.O1CCCC1.C(Cl)(=O)C(Cl)=O.[NH2:21][C:22]1[CH:23]=[C:24]([CH:41]=[CH:42][C:43]=1[CH3:44])[O:25][C:26]1[CH:27]=[CH:28][C:29]2[N:30]([CH:32]=[C:33]([NH:35][C:36]([CH:38]3[CH2:40][CH2:39]3)=[O:37])[N:34]=2)[N:31]=1. The catalyst is CN(C)C=O.CN(C)C(=O)C. The product is [CH:38]1([C:36]([NH:35][C:33]2[N:34]=[C:29]3[CH:28]=[CH:27][C:26]([O:25][C:24]4[CH:41]=[CH:42][C:43]([CH3:44])=[C:22]([NH:21][C:7]([C:6]5[S:5][CH:4]=[N:3][C:2]=5[CH3:1])=[O:9])[CH:23]=4)=[N:31][N:30]3[CH:32]=2)=[O:37])[CH2:39][CH2:40]1. The yield is 0.800. (3) The reactants are C([O:3][C:4](=O)[CH:5]=[C:6]([C:13]1[CH:14]=[C:15]2[C:19](=[C:20]([F:22])[CH:21]=1)[NH:18][CH:17]=[CH:16]2)[C:7]1[CH:12]=[CH:11][CH:10]=[CH:9][CH:8]=1)C.C(OC(=O)C=C(C1C=CC=C2C=1C(C#N)=[CH:39][NH:40]2)C1C=CC=CC=1)C. No catalyst specified. The product is [F:22][C:20]1[CH:21]=[C:13]([C:6]([C:7]2[CH:12]=[CH:11][CH:10]=[CH:9][CH:8]=2)=[CH:5][C:4]([NH:40][CH3:39])=[O:3])[CH:14]=[C:15]2[C:19]=1[NH:18][CH:17]=[CH:16]2. The yield is 0.590. (4) The yield is 0.360. The reactants are [Cl:1][C:2]1[C:10]2[N:9]=[C:8]3[N:11]([C:15]4[CH:20]=[CH:19][C:18]([Cl:21])=[CH:17][C:16]=4[Cl:22])[CH2:12][CH2:13][CH2:14][N:7]3[C:6]=2[C:5]([CH:23]([OH:26])[CH2:24][CH3:25])=[CH:4][CH:3]=1.[CH3:27][S:28]([CH2:31][C:32](O)=[O:33])(=[O:30])=[O:29].C(N(CC)CC)C.Cl.C(N=C=NCCCN(C)C)C. The catalyst is CN(C)C1C=CN=CC=1.O1CCCC1.O.CN(C)C=O. The product is [CH3:27][S:28]([CH2:31][C:32]([O:26][CH:23]([C:5]1[C:6]2[N:7]3[CH2:14][CH2:13][CH2:12][N:11]([C:15]4[CH:20]=[CH:19][C:18]([Cl:21])=[CH:17][C:16]=4[Cl:22])[C:8]3=[N:9][C:10]=2[C:2]([Cl:1])=[CH:3][CH:4]=1)[CH2:24][CH3:25])=[O:33])(=[O:30])=[O:29]. (5) The reactants are [CH:1]1([NH:4][C:5]([C@@H:7]2[C@@H:9]([CH2:10][C:11]3[CH:16]=[CH:15][CH:14]=[CH:13][CH:12]=3)[O:8]2)=[O:6])[CH2:3][CH2:2]1.[C:17](#[N:21])[CH:18]([CH3:20])[CH3:19].C(=O)([O-])O.[Na+]. The catalyst is C(OCC)(=O)C. The product is [CH:1]1([NH:4][C:5]([C@H:7]2[O:8][C:17]([CH:18]([CH3:20])[CH3:19])=[N:21][C@H:9]2[CH2:10][C:11]2[CH:16]=[CH:15][CH:14]=[CH:13][CH:12]=2)=[O:6])[CH2:3][CH2:2]1. The yield is 0.960.